This data is from Human liver microsome stability data. The task is: Regression/Classification. Given a drug SMILES string, predict its absorption, distribution, metabolism, or excretion properties. Task type varies by dataset: regression for continuous measurements (e.g., permeability, clearance, half-life) or binary classification for categorical outcomes (e.g., BBB penetration, CYP inhibition). Dataset: hlm. (1) The compound is CC(C)CCN1C(=O)C(C2=NS(=O)(=O)c3cc(NS(C)(=O)=O)ccc3N2)=C(O)C2CCCC21. The result is 1 (stable in human liver microsomes). (2) The molecule is O=C1COc2ccc(NC(=O)C3CCN(c4cc(F)c(F)c(F)c4)CC3)cc2N1. The result is 0 (unstable in human liver microsomes). (3) The compound is c1cc(NCCCCN2CCOCC2)c2ccc3c(ccc4c(NCCN5CCOCC5)ccnc43)c2n1. The result is 0 (unstable in human liver microsomes). (4) The compound is CC#C[C@@H](Cc1nn[nH]n1)c1ccc(OCc2ccc3sc(C)c(-c4ccccc4C)c3c2)cc1. The result is 1 (stable in human liver microsomes). (5) The molecule is Oc1c2ccc(OCCCl)cc2nc2ccc(Cl)c(Cl)c12. The result is 0 (unstable in human liver microsomes). (6) The drug is NCc1c(-c2ccc(Cl)cc2Cl)ccc2[nH]cnc12. The result is 0 (unstable in human liver microsomes). (7) The result is 0 (unstable in human liver microsomes). The drug is CN(C)CCC(c1ccc2ccccc2c1)n1ncnn1. (8) The result is 0 (unstable in human liver microsomes). The molecule is CS(=O)(=O)Nc1ccc2c(c1)S(=O)(=O)NC(C1=C(O)C3CCCN3N(Cc3ccc(F)cc3)C1=O)=N2.